Dataset: Experimentally validated miRNA-target interactions with 360,000+ pairs, plus equal number of negative samples. Task: Binary Classification. Given a miRNA mature sequence and a target amino acid sequence, predict their likelihood of interaction. (1) The miRNA is hsa-miR-6773-3p with sequence ACUGUCACUUCUCUGCCCAUAG. The protein sequence of the target gene is MNLLRRSGKRRRSESGSDSFSGSGGDSSASPQFLSGSVLSPPPGLGRCLKAAAAGECKPTVPDYERDKLLLANWGLPKAVLEKYHSFGVKKMFEWQAECLLLGQVLEGKNLVYSAPTSAGKTLVAELLILKRVLEMRKKALFILPFVSVAKEKKYYLQSLFQEVGIKVDGYMGSTSPSRHFSSLDIAVCTIERANGLINRLIEENKMDLLGMVVVDELHMLGDSHRGYLLELLLTKICYITRKSASCQADLASSLSNAVQIVGMSATLPNLELVASWLNAELYHTDFRPVPLLESVKVGN.... Result: 1 (interaction). (2) The miRNA is hsa-miR-3911 with sequence UGUGUGGAUCCUGGAGGAGGCA. The protein sequence of the target gene is MASELAMSNSDLPTSPLAMEYVNDFDLMKFEVKKEPVETDRIISQCGRLIAGGSLSSTPMSTPCSSVPPSPSFSAPSPGSGSEQKAHLEDYYWMTGYPQQLNPEALGFSPEDAVEALISNSHQLQGGFDGYARGAQQLAAAAGAGAGASLGGSGEEMGPAAAVVSAVIAAAAAQSGAGPHYHHHHHHAAGHHHHPTAGAPGAAGSAAASAGGAGGAGGGGPASAGGGGGGGGGGGGGGAAGAGGALHPHHAAGGLHFDDRFSDEQLVTMSVRELNRQLRGVSKEEVIRLKQKRRTLKNRG.... Result: 1 (interaction). (3) The miRNA is mmu-miR-331-3p with sequence GCCCCUGGGCCUAUCCUAGAA. The protein sequence of the target gene is MPPNFPEFAERIEASLSEVSEAGASNPSLQEKKESSSALTESSGHLDHREPQSESVTLEHVSKSIGIPEVQDFKNLSGDCQDFRFQQHSANPPHEFQPVESEAVATSGNTDVMQESRFSSATWPRATKSLAKGGFSEKQHPLGDTACTVEMPPLSPCLSEELLDPELHVLITPSLREKTESELKFEEDERWIMMEAEGEWEEEKLSDREKTFLMADEKNSLADIFEEREQANTAVVEDGSDCLAAVLRTFGHLSLGQICCPDDPQPAKDQLATVPKDIPLDCDCVLTGEDILGEVANRTA.... Result: 0 (no interaction). (4) The miRNA is hsa-miR-1258 with sequence AGUUAGGAUUAGGUCGUGGAA. The protein sequence of the target gene is MDTRSGSQCSVTPEAILNNEKLVLPPRISRVNGWSLPLHYFQVVTWAVFVGLSSATFGIFIPFLPHAWKYIAYVVTGGIFSFHLVVHLIASCIDPADSNVRLMKNYSQPMPLFDRSKHAHVIQNQFCHLCKVTVNKKTKHCISCNKCVSGFDHHCKWINNCVGSRNYWFFFSTVASATAGMLCLIAILLYVLVQYLVNPGVLRTDPRYEDVKNMNTWLLFLPLFPVQVQTLIVVIIGMLVLLLDFLGLVHLGQLLIFHIYLKAKKMTTFEYLINNRKEESSKHQAVRKDPYVQMDKGVLQ.... Result: 0 (no interaction). (5) The miRNA is hsa-miR-3612 with sequence AGGAGGCAUCUUGAGAAAUGGA. The protein sequence of the target gene is MKTEAQPSTSLLANTSWTGTVISDSVPGSQTWEDKGSLTRSATSWTSEAQVSAARVAEAQARTSQPKQISVLEALTASALNQKPTHEKVQMTEKKESEVLLARPFWSSKTEYILAQVGFSMKPSCLWRFAYLWLNSGGCSFAAIYIFMLFLVGVPLLFLEMAAGQSMRQGGMGVWKIIAPWIGGVGYSSFMVCFILGLYFNVVNSWIIFYMSQSFQFPVPWEKCPLTMNSSGFDPECERTTPSIYFWYQQALKASDRIEDGGSPVYSLVLPFFLCWCLVGAFMINGLKSTGKVIYVLVLL.... Result: 0 (no interaction). (6) Result: 0 (no interaction). The protein sequence of the target gene is MAQLLNSILSVIDVFHKYAKGNGDCALLCKEELKQLLLAEFGDILQRPNDPETVETILNLLDQDRDGHIDFHEYLLLVFQLVQACYHKLDNKSHGGRTSQQERGQEGAQDCKFPGNTGRQHRQRHEEERQNSHHSQPERQDGDSHHGQPERQDRDSHHGQSEKQDRDSHHSQPERQDRDSHHNQSERQDKDFSFDQSERQSQDSSSGKKVSHKSTSGQAKWQGHIFALNRCEKPIQDSHYGQSERHTQQSETLGQASHFNQTNQQKSGSYCGQSERLGQELGCGQTDRQGQSSHYGQTDR.... The miRNA is hsa-miR-127-3p with sequence UCGGAUCCGUCUGAGCUUGGCU. (7) The miRNA is hsa-miR-329-3p with sequence AACACACCUGGUUAACCUCUUU. The protein sequence of the target gene is MLRIPVRKALVGLSKSPKGCVRTTATAASNLIEVFVDGQSVMVEPGTTVLQACEKVGMQIPRFCYHERLSVAGNCRMCLVEIEKAPKVVAACAMPVMKGWNILTNSEKSKKAREGVMEFLLANHPLDCPICDQGGECDLQDQSMMFGNDRSRFLEGKRAVEDKNIGPLVKTIMTRCIQCTRCIRFASEIAGVDDLGTTGRGNDMQVGTYIEKMFMSELSGNIIDICPVGALTSKPYAFTARPWETRKTESIDVMDAVGSNIVVSTRTGEVMRILPRMHEDINEEWISDKTRFAYDGLKRQ.... Result: 1 (interaction). (8) The miRNA is rno-miR-15b-5p with sequence UAGCAGCACAUCAUGGUUUACA. The protein sequence of the target gene is MLSRLGALLQEAVGAREPSIDLLQAFVEHWKGITHYYIESTDENTPAKKTDIPWRLKQMLDILVYEEKQQASSGEAGPCLEYLLQHKILETLCTLGKAEYPPGMRQQVFQFFSKVLSQVQHPLLHYLSVHRPVQKLLRLGGTVPGSLTEKEEVQFTSVLCSKIQQDPELLAYILEGKKIIGKKKTARESTAPPKDIAGYRDKDCPHSDALNRDPGLDKEHCGVPALSIHLPAETEGPENGPGESNLITSLLGLCKSKKSRLALKAQENILLLVSVASPAAATYLTQSTSCCMAIAEHLCQ.... Result: 0 (no interaction). (9) The miRNA is hsa-miR-6070 with sequence CCGGUUCCAGUCCCUGGAG. The protein sequence of the target gene is MATFPCQLCGKTFLTLEKFTIHNYSHSRERPYKCVQPDCGKAFVSRYKLMRHMATHSPQKSHQCAHCEKTFNRKDHLKNHLQTHDPNKMAFGCEECGKKYNTMLGYKRHLALHAASSGDLTCGVCALELGSTEVLLDHLKAHAEEKPPSGTKEKKHQCDHCERCFYTRKDVRRHLVVHTGCKDFLCQFCAQRFGRKDHLTRHTKKTHSQELMKESLQTGDLLSTFHTISPSFQLKAAALPPFPLGASAQNGLASSLPAEVHSLTLSPPEQAAQPMQPLPESLASLHPSVSPGSPPPPLPN.... Result: 0 (no interaction).